From a dataset of Serine/threonine kinase 33 screen with 319,792 compounds. Binary Classification. Given a drug SMILES string, predict its activity (active/inactive) in a high-throughput screening assay against a specified biological target. (1) The molecule is Brc1ccc(S(=O)(=O)N(CC(=O)NCCOC)C)cc1. The result is 0 (inactive). (2) The drug is S(=O)(=O)(NCc1ccc(cc1)C)c1cc2NC(=O)C(Sc2cc1)C. The result is 0 (inactive). (3) The compound is Clc1c(NC(=O)CN(CC(=O)Nc2c(OC)ccc(OC)c2)C)cccc1. The result is 0 (inactive).